Task: Predict the product of the given reaction.. Dataset: Forward reaction prediction with 1.9M reactions from USPTO patents (1976-2016) (1) Given the reactants C1(C[NH:8][C:9]2[CH:10]=[C:11]([CH2:15][CH2:16][CH2:17][NH:18][C:19](=[O:25])[O:20][C:21]([CH3:24])([CH3:23])[CH3:22])[CH:12]=[CH:13][CH:14]=2)CCCCC1.[CH2:26]([S:32](Cl)(=[O:34])=[O:33])[CH2:27][CH2:28][CH2:29][CH2:30][CH3:31], predict the reaction product. The product is: [CH2:26]([S:32]([NH:8][C:9]1[CH:10]=[C:11]([CH2:15][CH2:16][CH2:17][NH:18][C:19](=[O:25])[O:20][C:21]([CH3:22])([CH3:23])[CH3:24])[CH:12]=[CH:13][CH:14]=1)(=[O:34])=[O:33])[CH2:27][CH2:28][CH2:29][CH2:30][CH3:31]. (2) Given the reactants [CH3:1][O:2][C:3](=[O:27])[CH2:4][C@H:5]1[C:9]2[CH:10]=[CH:11][C:12]([O:14][C@H:15]3[C:23]4[C:18](=[C:19](Br)[C:20]([C:24]#[N:25])=[CH:21][CH:22]=4)[CH2:17][CH2:16]3)=[CH:13][C:8]=2[O:7][CH2:6]1.[C:28]([O:31][C:32]1[CH:39]=[CH:38][C:35]([CH2:36]Br)=[CH:34][CH:33]=1)(=[O:30])[CH3:29], predict the reaction product. The product is: [CH3:1][O:2][C:3](=[O:27])[CH2:4][C@H:5]1[C:9]2[CH:10]=[CH:11][C:12]([O:14][C@H:15]3[C:23]4[C:18](=[C:19]([CH2:36][C:35]5[CH:34]=[CH:33][C:32]([O:31][C:28](=[O:30])[CH3:29])=[CH:39][CH:38]=5)[C:20]([C:24]#[N:25])=[CH:21][CH:22]=4)[CH2:17][CH2:16]3)=[CH:13][C:8]=2[O:7][CH2:6]1. (3) Given the reactants Cl[C:2]1[N:11]=[CH:10][C:9]2[C:4](=[CH:5][CH:6]=[C:7]([OH:13])[C:8]=2[Cl:12])[N:3]=1.[CH3:14][S-:15].[Na+].C([O-])(O)=O.[Na+], predict the reaction product. The product is: [Cl:12][C:8]1[C:7]([OH:13])=[CH:6][CH:5]=[C:4]2[C:9]=1[CH:10]=[N:11][C:2]([S:15][CH3:14])=[N:3]2. (4) Given the reactants [NH2:1][C:2]1[CH:21]=[CH:20][CH:19]=[CH:18][C:3]=1[C:4]([NH:6][C:7]1[CH:17]=[CH:16][C:10]2[O:11][C:12]([F:15])([F:14])[O:13][C:9]=2[CH:8]=1)=[O:5].Cl[CH2:23][C:24]1[CH:29]=[CH:28][N:27]=[C:26]([NH2:30])[CH:25]=1.O=O.[Na+].[I-].[Al], predict the reaction product. The product is: [NH2:30][C:26]1[CH:25]=[C:24]([CH2:23][NH:1][C:2]2[CH:21]=[CH:20][CH:19]=[CH:18][C:3]=2[C:4]([NH:6][C:7]2[CH:17]=[CH:16][C:10]3[O:11][C:12]([F:15])([F:14])[O:13][C:9]=3[CH:8]=2)=[O:5])[CH:29]=[CH:28][N:27]=1. (5) Given the reactants [CH:1]([O:4][C:5]1[CH:10]=[CH:9][C:8]([C:11]2[O:15][N:14]=[C:13]([C:16]3[CH:21]=[C:20]([CH3:22])[C:19]([OH:23])=[C:18]([CH3:24])[CH:17]=3)[N:12]=2)=[CH:7][CH:6]=1)([CH3:3])[CH3:2].[CH2:25]([CH:27]1[O:29][CH2:28]1)Cl, predict the reaction product. The product is: [CH3:22][C:20]1[CH:21]=[C:16]([C:13]2[N:12]=[C:11]([C:8]3[CH:9]=[CH:10][C:5]([O:4][CH:1]([CH3:3])[CH3:2])=[CH:6][CH:7]=3)[O:15][N:14]=2)[CH:17]=[C:18]([CH3:24])[C:19]=1[O:23][CH2:25][CH:27]1[CH2:28][O:29]1. (6) Given the reactants [N:1]1[C:10]2[C:5](=[CH:6][CH:7]=[CH:8][N:9]=2)[CH:4]=[CH:3][C:2]=1[CH2:11][CH2:12][CH2:13][NH:14][C:15]([O:17][C:18]([CH3:21])([CH3:20])[CH3:19])=[O:16].[H][H], predict the reaction product. The product is: [N:1]1[C:10]2[NH:9][CH2:8][CH2:7][CH2:6][C:5]=2[CH:4]=[CH:3][C:2]=1[CH2:11][CH2:12][CH2:13][NH:14][C:15]([O:17][C:18]([CH3:21])([CH3:20])[CH3:19])=[O:16]. (7) Given the reactants Cl[C:2]1[N:7]=[C:6]([N:8]2[CH2:13][CH2:12][O:11][CH2:10][CH2:9]2)[N:5]=[C:4]([N:14]2[C:18]3[CH:19]=[CH:20][CH:21]=[CH:22][C:17]=3[N:16]=[C:15]2[CH:23]([F:25])[F:24])[N:3]=1.[OH:26][CH2:27][CH2:28][CH2:29][NH:30][CH:31]1[CH2:36][CH2:35][N:34]([C:37]([O:39][C:40]([CH3:43])([CH3:42])[CH3:41])=[O:38])[CH2:33][CH2:32]1, predict the reaction product. The product is: [F:24][CH:23]([F:25])[C:15]1[N:14]([C:4]2[N:5]=[C:6]([N:8]3[CH2:13][CH2:12][O:11][CH2:10][CH2:9]3)[N:7]=[C:2]([N:30]([CH2:29][CH2:28][CH2:27][OH:26])[CH:31]3[CH2:36][CH2:35][N:34]([C:37]([O:39][C:40]([CH3:41])([CH3:42])[CH3:43])=[O:38])[CH2:33][CH2:32]3)[N:3]=2)[C:18]2[CH:19]=[CH:20][CH:21]=[CH:22][C:17]=2[N:16]=1. (8) Given the reactants C1(P(C2C=CC=CC=2)C2C=CC=CC=2)C=CC=CC=1.CCOC(/N=N/C(OCC)=O)=O.[CH2:32]([O:34][C:35](=[O:45])[C:36]1[CH:41]=[CH:40][C:39]([O:42][CH3:43])=[C:38]([OH:44])[CH:37]=1)[CH3:33].[Cl:46][C:47]1[CH:52]=[C:51]([Cl:53])[CH:50]=[CH:49][C:48]=1[CH2:54][CH2:55]O, predict the reaction product. The product is: [CH2:32]([O:34][C:35](=[O:45])[C:36]1[CH:41]=[CH:40][C:39]([O:42][CH3:43])=[C:38]([O:44][CH2:55][CH2:54][C:48]2[CH:49]=[CH:50][C:51]([Cl:53])=[CH:52][C:47]=2[Cl:46])[CH:37]=1)[CH3:33]. (9) The product is: [C:16]([NH:2][CH:3]([C:8](=[O:15])[CH2:9][CH2:10][CH2:11][CH2:12][O:13][CH3:14])[C:4]([O:6][CH3:7])=[O:5])(=[O:18])[CH3:17]. Given the reactants O[N:2]=[C:3]([C:8](=[O:15])[CH2:9][CH2:10][CH2:11][CH2:12][O:13][CH3:14])[C:4]([O:6][CH3:7])=[O:5].[C:16](OC(=O)C)(=[O:18])[CH3:17], predict the reaction product.